This data is from CYP3A4 inhibition data for predicting drug metabolism from PubChem BioAssay. The task is: Regression/Classification. Given a drug SMILES string, predict its absorption, distribution, metabolism, or excretion properties. Task type varies by dataset: regression for continuous measurements (e.g., permeability, clearance, half-life) or binary classification for categorical outcomes (e.g., BBB penetration, CYP inhibition). Dataset: cyp3a4_veith. (1) The compound is COCCSc1nnc(NC(=O)C(C)(C)C)s1. The result is 0 (non-inhibitor). (2) The molecule is O=C(NCCCN1CCN(C2CCCCC2)CC1)Nc1ccccc1C(F)(F)F. The result is 0 (non-inhibitor).